This data is from Reaction yield outcomes from USPTO patents with 853,638 reactions. The task is: Predict the reaction yield, written as a fraction of the theoretical maximum amount of product (1.0 means a 100% yield; for example, 0.34 means a 34% yield). (1) The catalyst is CN(C=O)C.C(Cl)Cl. The reactants are C(=O)([O-])[O-].[Cs+].[Cs+].[CH3:7][O:8][C:9]1[CH:32]=[C:31]([O:33][CH3:34])[CH:30]=[CH:29][C:10]=1[CH2:11][N:12]([CH2:18][C@H:19]1[CH2:28][C:27]2[C:22](=[CH:23][CH:24]=[CH:25][CH:26]=2)[CH2:21][NH:20]1)[C:13](=[O:17])[CH:14](Cl)[CH3:15].CCOC(C)=O.CO. The product is [CH3:7][O:8][C:9]1[CH:32]=[C:31]([O:33][CH3:34])[CH:30]=[CH:29][C:10]=1[CH2:11][N:12]1[C:13](=[O:17])[CH:14]([CH3:15])[N:20]2[CH2:21][C:22]3[CH:23]=[CH:24][CH:25]=[CH:26][C:27]=3[CH2:28][C@@H:19]2[CH2:18]1. The yield is 0.680. (2) The product is [CH:23]1([C:9]2[N:8]([CH2:7][C:5]3[O:6][C:2]([C:32]4[CH:31]=[CH:30][CH:29]=[C:28]([C:27]([F:38])([F:37])[F:26])[CH:33]=4)=[CH:3][CH:4]=3)[C:16]3[C:11]([CH:10]=2)=[C:12]([C:19]([F:22])([F:21])[F:20])[C:13]([C:17]#[N:18])=[CH:14][CH:15]=3)[CH2:25][CH2:24]1. The yield is 0.320. The reactants are Br[C:2]1[O:6][C:5]([CH2:7][N:8]2[C:16]3[C:11](=[C:12]([C:19]([F:22])([F:21])[F:20])[C:13]([C:17]#[N:18])=[CH:14][CH:15]=3)[CH:10]=[C:9]2[CH:23]2[CH2:25][CH2:24]2)=[CH:4][CH:3]=1.[F:26][C:27]([F:38])([F:37])[C:28]1[CH:29]=[C:30](B(O)O)[CH:31]=[CH:32][CH:33]=1.[F-].[K+]. The catalyst is O1CCOCC1.C1C=CC([P]([Pd]([P](C2C=CC=CC=2)(C2C=CC=CC=2)C2C=CC=CC=2)([P](C2C=CC=CC=2)(C2C=CC=CC=2)C2C=CC=CC=2)[P](C2C=CC=CC=2)(C2C=CC=CC=2)C2C=CC=CC=2)(C2C=CC=CC=2)C2C=CC=CC=2)=CC=1. (3) The reactants are [Cl:1][C:2]1[CH:3]=[C:4](/[C:12](=[N:16]\[O:17][CH:18]([CH3:20])[CH3:19])/[C:13]([OH:15])=O)[CH:5]=[CH:6][C:7]=1[S:8]([CH3:11])(=[O:10])=[O:9].[C:21]([O:25][C:26]([N:28]1[C:32]([NH2:33])=[CH:31][CH:30]=[N:29]1)=[O:27])([CH3:24])([CH3:23])[CH3:22].C(N(CC)C(C)C)(C)C. The catalyst is C(#N)C. The product is [C:21]([O:25][C:26]([N:28]1[C:32]([NH:33][C:13](=[O:15])/[C:12](/[C:4]2[CH:5]=[CH:6][C:7]([S:8]([CH3:11])(=[O:9])=[O:10])=[C:2]([Cl:1])[CH:3]=2)=[N:16]/[O:17][CH:18]([CH3:20])[CH3:19])=[CH:31][CH:30]=[N:29]1)=[O:27])([CH3:24])([CH3:22])[CH3:23]. The yield is 0.200. (4) The reactants are CN(C=O)C.[C:6]([Cl:11])(=O)[C:7](Cl)=O.[N:12]1[C:17]2[CH:18]=[CH:19][S:20][C:16]=2C(=O)N[CH:13]=1.O. The catalyst is C(Cl)Cl. The product is [Cl:11][C:6]1[CH:7]=[CH:13][N:12]=[C:17]2[CH:18]=[CH:19][S:20][C:16]=12. The yield is 0.990.